This data is from Plasma protein binding rate (PPBR) regression data from AstraZeneca. The task is: Regression/Classification. Given a drug SMILES string, predict its absorption, distribution, metabolism, or excretion properties. Task type varies by dataset: regression for continuous measurements (e.g., permeability, clearance, half-life) or binary classification for categorical outcomes (e.g., BBB penetration, CYP inhibition). For this dataset (ppbr_az), we predict Y. The molecule is CN(C)c1ccccc1S(=O)(=O)NC(=O)N1CCC(N2CCC(Oc3ccc(Cl)c(Cl)c3)CC2)CC1. The Y is 98.2 %.